The task is: Predict the product of the given reaction.. This data is from Forward reaction prediction with 1.9M reactions from USPTO patents (1976-2016). Given the reactants [OH:1][C:2]1[CH:3]=[N:4][CH:5]=[C:6]([CH:19]=1)[C:7]([NH:9][C@H:10]([C:16]([OH:18])=[O:17])[CH2:11][CH2:12][C:13]([OH:15])=[O:14])=[O:8].[O-2].[Ca+2:21], predict the reaction product. The product is: [OH:1][C:2]1[CH:3]=[N:4][CH:5]=[C:6]([CH:19]=1)[C:7]([NH:9][C@H:10]([C:16]([O-:18])=[O:17])[CH2:11][CH2:12][C:13]([O-:15])=[O:14])=[O:8].[Ca+2:21].